Task: Regression. Given a peptide amino acid sequence and an MHC pseudo amino acid sequence, predict their binding affinity value. This is MHC class I binding data.. Dataset: Peptide-MHC class I binding affinity with 185,985 pairs from IEDB/IMGT The MHC is HLA-A11:01 with pseudo-sequence HLA-A11:01. The binding affinity (normalized) is 0.202. The peptide sequence is SAYLISIFMH.